Task: Predict the product of the given reaction.. Dataset: Forward reaction prediction with 1.9M reactions from USPTO patents (1976-2016) (1) Given the reactants [Cl:1][C:2]1[N:7]=[CH:6][C:5]2[CH:8]=[C:9]([C:11]([OH:13])=O)[NH:10][C:4]=2[CH:3]=1.Cl.[NH2:15][C@@H:16]([CH2:25][C:26]1[CH:31]=[CH:30][C:29]([F:32])=[CH:28][CH:27]=1)[C:17]([N:19]1[CH2:23][CH2:22][C@H:21]([OH:24])[CH2:20]1)=[O:18], predict the reaction product. The product is: [F:32][C:29]1[CH:30]=[CH:31][C:26]([CH2:25][C@H:16]([NH:15][C:11]([C:9]2[NH:10][C:4]3[CH:3]=[C:2]([Cl:1])[N:7]=[CH:6][C:5]=3[CH:8]=2)=[O:13])[C:17]([N:19]2[CH2:23][CH2:22][C@H:21]([OH:24])[CH2:20]2)=[O:18])=[CH:27][CH:28]=1. (2) The product is: [NH2:17][C:13]1[N:12]=[C:11]([N:8]2[C:9]3[C:5](=[CH:4][CH:3]=[C:2]([C:35]#[C:34][C@@:32]([C:27]4[N:26]=[CH:31][CH:30]=[CH:29][N:28]=4)([OH:36])[CH3:33])[CH:10]=3)[C:6]([C:18]([N:20]3[CH2:25][CH2:24][O:23][CH2:22][CH2:21]3)=[O:19])=[N:7]2)[CH:16]=[CH:15][N:14]=1. Given the reactants I[C:2]1[CH:10]=[C:9]2[C:5]([C:6]([C:18]([N:20]3[CH2:25][CH2:24][O:23][CH2:22][CH2:21]3)=[O:19])=[N:7][N:8]2[C:11]2[CH:16]=[CH:15][N:14]=[C:13]([NH2:17])[N:12]=2)=[CH:4][CH:3]=1.[N:26]1[CH:31]=[CH:30][CH:29]=[N:28][C:27]=1[C@@:32]([OH:36])([C:34]#[CH:35])[CH3:33], predict the reaction product.